Dataset: Forward reaction prediction with 1.9M reactions from USPTO patents (1976-2016). Task: Predict the product of the given reaction. (1) The product is: [Cl:10][C:11]1[CH:16]=[C:15]([O:7][C:3]2[CH:2]=[N:1][CH:6]=[CH:5][CH:4]=2)[CH:14]=[CH:13][N:12]=1. Given the reactants [N:1]1[CH:6]=[CH:5][CH:4]=[C:3]([OH:7])[CH:2]=1.[H-].[Na+].[Cl:10][C:11]1[CH:16]=[C:15]([N+]([O-])=O)[CH:14]=[CH:13][N:12]=1, predict the reaction product. (2) Given the reactants C(OC([NH:8][C:9]1[CH:10]=[N:11][CH:12]=[CH:13][C:14]=1B(O)O)=O)(C)(C)C.Br[C:19]1[N:23]([CH3:24])[CH:22]=[N:21][CH:20]=1.C([O-])([O-])=O.[Na+].[Na+], predict the reaction product. The product is: [CH3:24][N:23]1[C:19]([C:14]2[CH:13]=[CH:12][N:11]=[CH:10][C:9]=2[NH2:8])=[CH:20][N:21]=[CH:22]1. (3) Given the reactants Br[C:2]1[CH:3]=[C:4]([CH:34]=[CH:35][CH:36]=1)[CH2:5][N:6]([C@@H:24]1[C:33]2[C:28](=[CH:29][CH:30]=[CH:31][CH:32]=2)[CH2:27][CH2:26][CH2:25]1)[C:7]([C:9]1[CH:14]=[C:13]([C:15]([OH:17])=[O:16])[C:12]([C:18]([OH:20])=[O:19])=[CH:11][C:10]=1[C:21]([OH:23])=[O:22])=[O:8].[CH3:37][O:38][C:39]1[CH:44]=[CH:43][C:42]([O:45][CH3:46])=[CH:41][C:40]=1B(O)O, predict the reaction product. The product is: [CH3:37][O:38][C:39]1[CH:44]=[CH:43][C:42]([O:45][CH3:46])=[CH:41][C:40]=1[C:2]1[CH:36]=[CH:35][CH:34]=[C:4]([CH2:5][N:6]([C@@H:24]2[C:33]3[C:28](=[CH:29][CH:30]=[CH:31][CH:32]=3)[CH2:27][CH2:26][CH2:25]2)[C:7]([C:9]2[CH:14]=[C:13]([C:15]([OH:17])=[O:16])[C:12]([C:18]([OH:20])=[O:19])=[CH:11][C:10]=2[C:21]([OH:23])=[O:22])=[O:8])[CH:3]=1. (4) Given the reactants Cl[C:2]1[C:11]2[C:6](=[CH:7][C:8]([O:14][CH3:15])=[C:9]([O:12][CH3:13])[CH:10]=2)[N:5]=[CH:4][CH:3]=1.[OH2:16].Cl[C:18]1[CH:23]=[CH:22][CH:21]=[CH:20][C:19]=1Cl, predict the reaction product. The product is: [CH3:13][O:12][C:9]1[CH:10]=[C:11]2[C:6](=[CH:7][C:8]=1[O:14][CH3:15])[N:5]=[CH:4][CH:3]=[C:2]2[O:16][C:18]1[C:19]2[C:20](=[CH:11][CH:2]=[CH:3][CH:4]=2)[CH:21]=[CH:22][CH:23]=1. (5) Given the reactants [C:1]([O:5][C:6]([N:8]1[CH2:13][CH2:12][C:11]2[N:14]([CH3:24])[C:15]([C:17]3[CH:22]=[CH:21][N:20]=[C:19]([NH2:23])[N:18]=3)=[CH:16][C:10]=2[C:9]1=[O:25])=[O:7])([CH3:4])([CH3:3])[CH3:2].[CH3:26][C:27]1[CH:28]=[C:29]([C:32](Cl)=[O:33])[S:30][CH:31]=1, predict the reaction product. The product is: [C:1]([O:5][C:6]([N:8]1[CH2:13][CH2:12][C:11]2[N:14]([CH3:24])[C:15]([C:17]3[CH:22]=[CH:21][N:20]=[C:19]([NH:23][C:32]([C:29]4[S:30][CH:31]=[C:27]([CH3:26])[CH:28]=4)=[O:33])[N:18]=3)=[CH:16][C:10]=2[C:9]1=[O:25])=[O:7])([CH3:4])([CH3:3])[CH3:2].